Task: Regression. Given a peptide amino acid sequence and an MHC pseudo amino acid sequence, predict their binding affinity value. This is MHC class I binding data.. Dataset: Peptide-MHC class I binding affinity with 185,985 pairs from IEDB/IMGT (1) The peptide sequence is AENLWVTTY. The MHC is Mamu-A11 with pseudo-sequence Mamu-A11. The binding affinity (normalized) is 0.497. (2) The MHC is HLA-B53:01 with pseudo-sequence HLA-B53:01. The peptide sequence is YQAENSTAE. The binding affinity (normalized) is 0.213.